Dataset: Reaction yield outcomes from USPTO patents with 853,638 reactions. Task: Predict the reaction yield, written as a fraction of the theoretical maximum amount of product (1.0 means a 100% yield; for example, 0.34 means a 34% yield). (1) The reactants are [NH:1]1[CH2:4][CH2:3][CH2:2]1.[CH2:5]=[C:6]1[O:10][C:8](=[O:9])[CH2:7]1. The catalyst is O1CCCC1. The product is [N:1]1([C:8](=[O:9])[CH2:7][C:6](=[O:10])[CH3:5])[CH2:4][CH2:3][CH2:2]1. The yield is 0.630. (2) The reactants are [CH3:1][C:2]1([CH3:11])[O:7][CH2:6][CH2:5][N:4]([CH2:8][CH2:9][OH:10])[CH2:3]1.[Cl:12][C:13]1[CH:18]=[CH:17][C:16]([C:19]2[S:20][C:21]3[C:22](=[O:37])[N:23]([C:28]4[CH:33]=[CH:32][C:31](O)=[C:30]([O:35][CH3:36])[CH:29]=4)[CH:24]=[CH:25][C:26]=3[N:27]=2)=[CH:15][CH:14]=1.C1(P(C2C=CC=CC=2)C2C=CC=CC=2)C=CC=CC=1.N(C(OC(C)C)=O)=NC(OC(C)C)=O.[OH-].[Na+].C1(O)C=CC=CC=1. The catalyst is C1COCC1.C(Cl)Cl. The product is [Cl:12][C:13]1[CH:18]=[CH:17][C:16]([C:19]2[S:20][C:21]3[C:22](=[O:37])[N:23]([C:28]4[CH:33]=[CH:32][C:31]([O:10][CH2:9][CH2:8][N:4]5[CH2:5][CH2:6][O:7][C:2]([CH3:11])([CH3:1])[CH2:3]5)=[C:30]([O:35][CH3:36])[CH:29]=4)[CH:24]=[CH:25][C:26]=3[N:27]=2)=[CH:15][CH:14]=1. The yield is 0.0600. (3) The yield is 0.883. The product is [CH:17]1(/[CH:20]=[CH:11]/[C:12]([O:14][CH2:15][CH3:16])=[O:13])[CH2:19][CH2:18]1. The reactants are [H-].[Na+].C(OP([CH2:11][C:12]([O:14][CH2:15][CH3:16])=[O:13])(OCC)=O)C.[CH:17]1([CH:20]=O)[CH2:19][CH2:18]1. The catalyst is C1COCC1.